Dataset: Forward reaction prediction with 1.9M reactions from USPTO patents (1976-2016). Task: Predict the product of the given reaction. Given the reactants [Br:1][C:2]1[CH:7]=[CH:6][C:5]([C:8]([NH:11][CH2:12][CH2:13][C:14]([C:20]2[CH:25]=[CH:24][CH:23]=[CH:22][CH:21]=2)([OH:19])[CH2:15][C:16]([CH3:18])=[CH2:17])([CH3:10])[CH3:9])=[CH:4][CH:3]=1.CCN(CC)CC.Cl[C:34](Cl)([O:36]C(=O)OC(Cl)(Cl)Cl)Cl, predict the reaction product. The product is: [Br:1][C:2]1[CH:3]=[CH:4][C:5]([C:8]([N:11]2[CH2:12][CH2:13][C:14]([CH2:15][C:16]([CH3:18])=[CH2:17])([C:20]3[CH:21]=[CH:22][CH:23]=[CH:24][CH:25]=3)[O:19][C:34]2=[O:36])([CH3:9])[CH3:10])=[CH:6][CH:7]=1.